Task: Predict the reactants needed to synthesize the given product.. Dataset: Full USPTO retrosynthesis dataset with 1.9M reactions from patents (1976-2016) (1) Given the product [CH3:17][CH2:16][C@:15]12[CH2:30][CH2:29][C@H:28]3[C@@H:19]([CH2:20][CH2:21][C:22]4[C@@H:27]3[CH2:26][CH2:25][C:24](=[O:31])[CH:23]=4)[C@@H:18]1[CH:12]=[CH:13][C:14]2=[O:32], predict the reactants needed to synthesize it. The reactants are: C(N(CC)CC)C.C(O[C@@H:12]1[C@H:18]2[C@H:19]3[C@H:28]([CH2:29][CH2:30][C@:15]2([CH2:16][CH3:17])[C:14](=[O:32])[CH2:13]1)[C@@H:27]1[C:22](=[CH:23][C:24](=[O:31])[CH2:25][CH2:26]1)[CH2:21][CH2:20]3)(=O)C.O. (2) Given the product [CH2:21]([O:23][C:24]([C@:26]1([NH:39][C:14]([O:16][C:17]([CH3:18])([CH3:19])[CH3:20])=[O:15])[C@@H:31]([OH:32])[CH2:30][C@@H:29]2[C@H:27]1[C@@:28]2([F:38])[C:33]([O:35][CH2:36][CH3:37])=[O:34])=[O:25])[CH3:22], predict the reactants needed to synthesize it. The reactants are: C(=O)([O-])O.[Na+].[C:17]([O:16][C:14](O[C:14]([O:16][C:17]([CH3:20])([CH3:19])[CH3:18])=[O:15])=[O:15])([CH3:20])([CH3:19])[CH3:18].[CH2:21]([O:23][C:24]([C@:26]1([NH2:39])[C@@H:31]([OH:32])[CH2:30][C@@H:29]2[C@H:27]1[C@@:28]2([F:38])[C:33]([O:35][CH2:36][CH3:37])=[O:34])=[O:25])[CH3:22]. (3) Given the product [N:7]1[O:8][N:9]=[C:5]2[CH:4]=[C:3]([CH2:2][N:20]3[C:28]4[C:23](=[CH:24][CH:25]=[CH:26][CH:27]=4)[C:22]4([C:40]5[C:31](=[CH:32][C:33]6[O:38][CH2:37][CH2:36][O:35][C:34]=6[CH:39]=5)[O:30][CH2:29]4)[C:21]3=[O:41])[CH:11]=[CH:10][C:6]=12, predict the reactants needed to synthesize it. The reactants are: Br[CH2:2][C:3]1[CH:11]=[CH:10][C:6]2=[N:7][O:8][N:9]=[C:5]2[CH:4]=1.BrCC1CCCCO1.[NH:20]1[C:28]2[C:23](=[CH:24][CH:25]=[CH:26][CH:27]=2)[C:22]2([C:40]3[C:31](=[CH:32][C:33]4[O:38][CH2:37][CH2:36][O:35][C:34]=4[CH:39]=3)[O:30][CH2:29]2)[C:21]1=[O:41].N1C2C(=CC=CC=2)C2(COC3C=C4C(=CC2=3)CCO4)C1=O. (4) Given the product [F:36][C:30]1[CH:31]=[CH:32][C:33]([F:35])=[CH:34][C:29]=1[S:26]([NH:25][C:21]1[CH:22]=[CH:23][CH:24]=[C:19]([C:9]2[C:8]([C:6]3[CH:5]=[CH:4][N:3]=[C:2]([NH:1][CH3:41])[CH:7]=3)=[CH:12][N:11]([CH:13]3[CH2:18][CH2:17][O:16][CH2:15][CH2:14]3)[N:10]=2)[C:20]=1[F:40])(=[O:27])=[O:28].[CH3:41][N:48]([CH3:47])[C:4]1[CH:5]=[C:6]([C:8]2[C:9]([C:19]3[C:20]([F:40])=[C:21]([NH:25][S:26]([C:29]4[CH:34]=[C:33]([F:35])[CH:32]=[CH:31][C:30]=4[F:36])(=[O:27])=[O:28])[CH:22]=[CH:23][CH:24]=3)=[N:10][N:11]([CH:13]3[CH2:18][CH2:17][O:16][CH2:15][CH2:14]3)[CH:12]=2)[CH:7]=[CH:2][N:3]=1, predict the reactants needed to synthesize it. The reactants are: [NH2:1][C:2]1[CH:7]=[C:6]([C:8]2[C:9]([C:19]3[C:20]([F:40])=[C:21]([N:25](COC)[S:26]([C:29]4[CH:34]=[C:33]([F:35])[CH:32]=[CH:31][C:30]=4[F:36])(=[O:28])=[O:27])[CH:22]=[CH:23][CH:24]=3)=[N:10][N:11]([CH:13]3[CH2:18][CH2:17][O:16][CH2:15][CH2:14]3)[CH:12]=2)[CH:5]=[CH:4][N:3]=1.[C:41](O)(=O)C.C=O.[C:47]([BH3-])#[N:48].[Na+]. (5) Given the product [Cl:1][C:2]1[CH:3]=[CH:4][C:5]2[C:6]3[C:11]([C@@H:12]([CH3:25])[N:13]([C:16]([C:18]4[CH:19]=[C:20]([OH:24])[CH:21]=[CH:22][CH:23]=4)=[O:17])[C:14]=2[CH:15]=1)=[CH:10][CH:9]=[CH:8][CH:7]=3, predict the reactants needed to synthesize it. The reactants are: [Cl:1][C:2]1[CH:3]=[CH:4][C:5]2[C:6]3[C:11]([CH:12]([CH3:25])[N:13]([C:16]([C:18]4[CH:19]=[C:20]([OH:24])[CH:21]=[CH:22][CH:23]=4)=[O:17])[C:14]=2[CH:15]=1)=[CH:10][CH:9]=[CH:8][CH:7]=3. (6) Given the product [CH3:1][O:2][C:3]1[C:12]([CH3:13])=[CH:11][C:6]2[N:7]=[CH:8][S:9][C:5]=2[CH:4]=1, predict the reactants needed to synthesize it. The reactants are: [CH3:1][O:2][C:3]1[C:12]([CH3:13])=[CH:11][C:6]2[N:7]=[C:8](N)[S:9][C:5]=2[CH:4]=1.N([O-])=O.[Na+].O.C([O-])([O-])=O.[Na+].[Na+]. (7) Given the product [Cl:12][C:13]1[CH:20]=[C:19]([S:21]([CH3:24])(=[O:23])=[O:22])[CH:18]=[CH:17][C:14]=1[CH2:15][NH:16][C:5](=[O:7])[C:4]1[CH:8]=[CH:9][N:10]=[C:2]([F:1])[CH:3]=1, predict the reactants needed to synthesize it. The reactants are: [F:1][C:2]1[CH:3]=[C:4]([CH:8]=[CH:9][N:10]=1)[C:5]([OH:7])=O.Cl.[Cl:12][C:13]1[CH:20]=[C:19]([S:21]([CH3:24])(=[O:23])=[O:22])[CH:18]=[CH:17][C:14]=1[CH2:15][NH2:16].ON1C2C=CC=CC=2N=N1.Cl.C(N=C=NCCCN(C)C)C.C(N(C(C)C)CC)(C)C. (8) Given the product [CH2:30]([N:15]([CH2:13][CH3:14])[CH2:16][CH2:17][CH2:18][NH:19][C:20]([C:22]1[NH:23][C:24]([CH:28]=[C:7]2[C:6]3[C:10](=[CH:11][C:3]([O:2][CH3:1])=[CH:4][CH:5]=3)[NH:9][C:8]2=[O:12])=[CH:25][C:26]=1[CH3:27])=[O:21])[CH3:31], predict the reactants needed to synthesize it. The reactants are: [CH3:1][O:2][C:3]1[CH:11]=[C:10]2[C:6]([CH2:7][C:8](=[O:12])[NH:9]2)=[CH:5][CH:4]=1.[CH2:13]([N:15]([CH2:30][CH3:31])[CH2:16][CH2:17][CH2:18][NH:19][C:20]([C:22]1[NH:23][C:24]([CH:28]=O)=[CH:25][C:26]=1[CH3:27])=[O:21])[CH3:14]. (9) The reactants are: [Cl:1][C:2]1[C:3]([C:16]2[CH:17]=[N:18][CH:19]=[CH:20][CH:21]=2)=[N:4][C:5]([NH:8][C@@H:9]2[CH2:14][CH2:13][CH2:12][C@H:11]([NH2:15])[CH2:10]2)=[N:6][CH:7]=1.Cl.[C:23]([O:27][C:28]([NH:30][C:31]1[CH:39]=[CH:38][C:34]([C:35](O)=[O:36])=[CH:33][CH:32]=1)=[O:29])([CH3:26])([CH3:25])[CH3:24].CN(C(ON1N=NC2C=CC=CC1=2)=[N+](C)C)C.F[P-](F)(F)(F)(F)F.CCN(C(C)C)C(C)C. Given the product [Cl:1][C:2]1[C:3]([C:16]2[CH:17]=[N:18][CH:19]=[CH:20][CH:21]=2)=[N:4][C:5]([NH:8][C@@H:9]2[CH2:14][CH2:13][CH2:12][C@H:11]([NH:15][C:35]([C:34]3[CH:33]=[CH:32][C:31]([NH:30][C:28](=[O:29])[O:27][C:23]([CH3:25])([CH3:24])[CH3:26])=[CH:39][CH:38]=3)=[O:36])[CH2:10]2)=[N:6][CH:7]=1, predict the reactants needed to synthesize it. (10) Given the product [CH2:12]([N:11]([CH2:15][CH2:16][CH3:17])[C:8]1([C:5]2[CH:6]=[CH:7][C:2]([C:23]#[C:22][Si:19]([CH3:21])([CH3:20])[CH3:18])=[CH:3][CH:4]=2)[CH2:10][CH2:9]1)[CH2:13][CH3:14], predict the reactants needed to synthesize it. The reactants are: Br[C:2]1[CH:7]=[CH:6][C:5]([C:8]2([N:11]([CH2:15][CH2:16][CH3:17])[CH2:12][CH2:13][CH3:14])[CH2:10][CH2:9]2)=[CH:4][CH:3]=1.[CH3:18][Si:19]([C:22]#[CH:23])([CH3:21])[CH3:20].